From a dataset of Forward reaction prediction with 1.9M reactions from USPTO patents (1976-2016). Predict the product of the given reaction. (1) Given the reactants [O:1]1[CH2:6][CH2:5][O:4][C:3]2[CH:7]=[C:8]([C:11]([CH:13]3C(=O)O[C:16](C)([CH3:20])[O:15][C:14]3=[O:22])=[O:12])[CH:9]=[CH:10][C:2]1=2, predict the reaction product. The product is: [O:1]1[CH2:6][CH2:5][O:4][C:3]2[CH:7]=[C:8]([C:11](=[O:12])[CH2:13][C:14]([O:15][CH2:16][CH3:20])=[O:22])[CH:9]=[CH:10][C:2]1=2. (2) Given the reactants O[C:2]1[C:3]2[N:11]=[CH:10][CH:9]=[C:8]([C:12]([NH2:14])=[O:13])[C:4]=2[N:5]=[CH:6][N:7]=1.[N:15]1([CH2:19][C@@H:20]([NH2:32])[C:21]2[CH:26]=[CH:25][C:24]([F:27])=[C:23]([C:28]([F:31])([F:30])[F:29])[CH:22]=2)[CH2:18][CH2:17][CH2:16]1, predict the reaction product. The product is: [N:15]1([CH2:19][C@@H:20]([NH:32][C:2]2[C:3]3[N:11]=[CH:10][CH:9]=[C:8]([C:12]([NH2:14])=[O:13])[C:4]=3[N:5]=[CH:6][N:7]=2)[C:21]2[CH:26]=[CH:25][C:24]([F:27])=[C:23]([C:28]([F:29])([F:30])[F:31])[CH:22]=2)[CH2:18][CH2:17][CH2:16]1.